From a dataset of Full USPTO retrosynthesis dataset with 1.9M reactions from patents (1976-2016). Predict the reactants needed to synthesize the given product. Given the product [CH3:19][S:16]([O:15][C:11]1[CH:12]=[CH:13][CH:14]=[C:9]([CH2:8][CH2:7][CH2:6][O:5][C:29]2[CH:30]=[C:31]3[C:26](=[CH:27][CH:28]=2)[CH2:25][N:24]([S:21]([CH3:20])(=[O:22])=[O:23])[CH2:33][CH2:32]3)[CH:10]=1)(=[O:17])=[O:18], predict the reactants needed to synthesize it. The reactants are: CS([O:5][CH2:6][CH2:7][CH2:8][C:9]1[CH:14]=[CH:13][CH:12]=[C:11]([O:15][S:16]([CH3:19])(=[O:18])=[O:17])[CH:10]=1)(=O)=O.[CH3:20][S:21]([N:24]1[CH2:33][CH2:32][C:31]2[C:26](=[CH:27][CH:28]=[C:29](O)[CH:30]=2)[CH2:25]1)(=[O:23])=[O:22].